This data is from Reaction yield outcomes from USPTO patents with 853,638 reactions. The task is: Predict the reaction yield, written as a fraction of the theoretical maximum amount of product (1.0 means a 100% yield; for example, 0.34 means a 34% yield). (1) The reactants are [F:1][C:2]1[CH:18]=[C:17]([F:19])[CH:16]=[CH:15][C:3]=1[C:4]([NH:6][C:7]1[CH:12]=[CH:11][C:10]([F:13])=[C:9]([NH2:14])[CH:8]=1)=[O:5].[CH3:20][N:21]1[CH2:26][CH2:25][C:24](=O)[CH2:23][CH2:22]1.C(O)(=O)C.C(O[BH-](OC(=O)C)OC(=O)C)(=O)C.[Na+].[Cl:46]CCCl. No catalyst specified. The product is [ClH:46].[F:1][C:2]1[CH:18]=[C:17]([F:19])[CH:16]=[CH:15][C:3]=1[C:4]([NH:6][C:7]1[CH:12]=[CH:11][C:10]([F:13])=[C:9]([NH:14][CH:24]2[CH2:25][CH2:26][N:21]([CH3:20])[CH2:22][CH2:23]2)[CH:8]=1)=[O:5]. The yield is 0.700. (2) The reactants are [F:1][C:2]1[CH:7]=[C:6]([F:8])[CH:5]=[CH:4][C:3]=1[C:9]1[N:10]=[N:11][N:12]([CH:14]2[CH2:18][NH:17][CH:16]([C:19]([N:21]3[CH2:26][CH2:25][N:24]([C:27]4[CH:34]=[CH:33][CH:32]=[CH:31][C:28]=4[C:29]#[N:30])[CH2:23][CH2:22]3)=[O:20])[CH2:15]2)[N:13]=1.[Cl:35][C:36]1[CH:37]=[C:38]([CH:41]=[CH:42][CH:43]=1)[CH:39]=O. No catalyst specified. The product is [Cl:35][C:36]1[CH:37]=[C:38]([CH:41]=[CH:42][CH:43]=1)[CH2:39][N:17]1[CH2:18][C@@H:14]([N:12]2[N:11]=[N:10][C:9]([C:3]3[CH:4]=[CH:5][C:6]([F:8])=[CH:7][C:2]=3[F:1])=[N:13]2)[CH2:15][C@H:16]1[C:19]([N:21]1[CH2:22][CH2:23][N:24]([C:27]2[CH:34]=[CH:33][CH:32]=[CH:31][C:28]=2[C:29]#[N:30])[CH2:25][CH2:26]1)=[O:20]. The yield is 0.100. (3) The reactants are [Cl:1][C:2]1[CH:3]=[C:4]([CH:6]=[CH:7][CH:8]=1)[NH2:5].C[Al](C)C.C([O:15][C:16]([C:18]1[CH:23]=[C:22]([C:24]2[CH:29]=[CH:28][C:27]([F:30])=[CH:26][CH:25]=2)[CH:21]=[C:20]([CH3:31])[N:19]=1)=O)C. The catalyst is O1CCOCC1.CCCCCC. The product is [Cl:1][C:2]1[CH:3]=[C:4]([NH:5][C:16]([C:18]2[CH:23]=[C:22]([C:24]3[CH:29]=[CH:28][C:27]([F:30])=[CH:26][CH:25]=3)[CH:21]=[C:20]([CH3:31])[N:19]=2)=[O:15])[CH:6]=[CH:7][CH:8]=1. The yield is 0.740.